From a dataset of Full USPTO retrosynthesis dataset with 1.9M reactions from patents (1976-2016). Predict the reactants needed to synthesize the given product. (1) Given the product [F:39][C:36]([F:37])([F:38])[CH2:35][O:34][C:31]1[CH:32]=[CH:33][C:28]([N:18]2[C:19](=[O:27])[C:20]3[CH2:25][C:24](=[O:26])[NH:23][C:21]=3[N:22]=[C:17]2[O:9][C:6]2[CH:5]=[CH:4][C:3]([C:2]([F:10])([F:11])[F:1])=[CH:8][CH:7]=2)=[CH:29][CH:30]=1, predict the reactants needed to synthesize it. The reactants are: [F:1][C:2]([F:11])([F:10])[C:3]1[CH:8]=[CH:7][C:6]([OH:9])=[CH:5][CH:4]=1.[H-].[Na+].CS([C:17]1[N:18]([C:28]2[CH:33]=[CH:32][C:31]([O:34][CH2:35][C:36]([F:39])([F:38])[F:37])=[CH:30][CH:29]=2)[C:19](=[O:27])[C:20]2[CH2:25][C:24](=[O:26])[NH:23][C:21]=2[N:22]=1)=O.C(O)(=O)CC(CC(O)=O)(C(O)=O)O. (2) Given the product [Si:1]([O:18][CH2:19][C:20]1[CH:21]=[C:22]2[C:26](=[CH:27][C:28]=1[S:29]([CH3:32])(=[O:30])=[O:31])[N:25]([CH2:47][CH2:46][NH:45][C:38](=[O:39])[O:40][C:41]([CH3:44])([CH3:43])[CH3:42])[C:24]([C:33](=[O:37])[CH:34]([CH3:35])[CH3:36])=[CH:23]2)([C:14]([CH3:17])([CH3:16])[CH3:15])([C:8]1[CH:13]=[CH:12][CH:11]=[CH:10][CH:9]=1)[C:2]1[CH:7]=[CH:6][CH:5]=[CH:4][CH:3]=1, predict the reactants needed to synthesize it. The reactants are: [Si:1]([O:18][CH2:19][C:20]1[CH:21]=[C:22]2[C:26](=[CH:27][C:28]=1[S:29]([CH3:32])(=[O:31])=[O:30])[NH:25][C:24]([C:33](=[O:37])[CH:34]([CH3:36])[CH3:35])=[CH:23]2)([C:14]([CH3:17])([CH3:16])[CH3:15])([C:8]1[CH:13]=[CH:12][CH:11]=[CH:10][CH:9]=1)[C:2]1[CH:7]=[CH:6][CH:5]=[CH:4][CH:3]=1.[C:38]([NH:45][CH2:46][CH2:47]Br)([O:40][C:41]([CH3:44])([CH3:43])[CH3:42])=[O:39].[OH-].[Na+]. (3) Given the product [CH3:1][C:2]1[O:6][C:5]([C:7]2[CH:12]=[CH:11][CH:10]=[CH:9][CH:8]=2)=[N:4][C:3]=1[CH2:13][O:14][C:15]1[CH:35]=[CH:34][C:18]([CH2:19][O:20][C:21]2[CH:22]=[C:23]([CH2:27][CH2:28][C:29]([OH:31])=[O:30])[CH:24]=[CH:25][CH:26]=2)=[CH:17][CH:16]=1, predict the reactants needed to synthesize it. The reactants are: [CH3:1][C:2]1[O:6][C:5]([C:7]2[CH:12]=[CH:11][CH:10]=[CH:9][CH:8]=2)=[N:4][C:3]=1[CH2:13][O:14][C:15]1[CH:35]=[CH:34][C:18]([CH2:19][O:20][C:21]2[CH:22]=[C:23]([CH2:27][CH2:28][C:29]([O:31]CC)=[O:30])[CH:24]=[CH:25][CH:26]=2)=[CH:17][CH:16]=1.O1CCCC1.[OH-].[Na+].Cl. (4) Given the product [CH:16]1([CH2:15][C@H:11]([CH2:10][N:9]([CH:21]=[O:22])[OH:8])[C:12]([NH:24][C@@H:25]([C:43]([CH3:46])([CH3:45])[CH3:44])[C:26]([N:28]2[CH2:29][CH2:30][CH:31]([NH:34][C:35](=[O:42])[C:36]3[CH:41]=[CH:40][CH:39]=[CH:38][CH:37]=3)[CH2:32][CH2:33]2)=[O:27])=[O:14])[CH2:17][CH2:18][CH2:19][CH2:20]1, predict the reactants needed to synthesize it. The reactants are: C([O:8][N:9]([CH:21]=[O:22])[CH2:10][C@@H:11]([CH2:15][CH:16]1[CH2:20][CH2:19][CH2:18][CH2:17]1)[C:12]([OH:14])=O)C1C=CC=CC=1.Cl.[NH2:24][C@@H:25]([C:43]([CH3:46])([CH3:45])[CH3:44])[C:26]([N:28]1[CH2:33][CH2:32][CH:31]([NH:34][C:35](=[O:42])[C:36]2[CH:41]=[CH:40][CH:39]=[CH:38][CH:37]=2)[CH2:30][CH2:29]1)=[O:27]. (5) Given the product [Cl:9][C:10]1[C:15]([C:16]2[CH:21]=[CH:20][CH:19]=[C:18]([F:22])[CH:17]=2)=[CH:14][C:13]([OH:23])=[C:12]([I:1])[CH:11]=1, predict the reactants needed to synthesize it. The reactants are: [I:1]N1C(=O)CCC1=O.[Cl:9][C:10]1[C:15]([C:16]2[CH:21]=[CH:20][CH:19]=[C:18]([F:22])[CH:17]=2)=[CH:14][C:13]([OH:23])=[CH:12][CH:11]=1.S(=O)(=O)(O)O.